Predict the reactants needed to synthesize the given product. From a dataset of Full USPTO retrosynthesis dataset with 1.9M reactions from patents (1976-2016). (1) Given the product [CH:27]1([C:30]2[NH:12][C:10]3=[N:11][C:6]([C:2]4[O:1][CH:5]=[CH:4][CH:3]=4)=[C:7]([C:14]4[CH:19]=[CH:18][N:17]=[CH:16][N:15]=4)[CH:8]=[C:9]3[N:13]=2)[CH2:29][CH2:28]1, predict the reactants needed to synthesize it. The reactants are: [O:1]1[CH:5]=[CH:4][CH:3]=[C:2]1[C:6]1[N:11]=[C:10]([NH2:12])[C:9]([NH2:13])=[CH:8][C:7]=1[C:14]1[CH:19]=[CH:18][N:17]=[CH:16][N:15]=1.C(N(CC)CC)C.[CH:27]1([C:30](Cl)=O)[CH2:29][CH2:28]1. (2) Given the product [C:9]([C:11]1[C:19]2[C:14](=[CH:15][CH:16]=[C:17]([CH2:20][CH2:21][NH:22][C:23]([C:24]3[CH:29]=[CH:28][C:27]([C:30]4[CH:35]=[CH:34][N:33]=[C:32]([N:2]([CH3:1])[CH2:3][CH2:4][CH2:5][C:6]([OH:8])=[O:7])[N:31]=4)=[CH:26][CH:25]=3)=[O:37])[CH:18]=2)[NH:13][CH:12]=1)#[N:10], predict the reactants needed to synthesize it. The reactants are: [CH3:1][NH:2][CH2:3][CH2:4][CH2:5][C:6]([OH:8])=[O:7].[C:9]([C:11]1[C:19]2[C:14](=[CH:15][CH:16]=[C:17]([CH2:20][CH2:21][NH:22][C:23](=[O:37])[C:24]3[CH:29]=[CH:28][C:27]([C:30]4[CH:35]=[CH:34][N:33]=[C:32](Cl)[N:31]=4)=[CH:26][CH:25]=3)[CH:18]=2)[NH:13][CH:12]=1)#[N:10]. (3) The reactants are: Br[C:2]1[CH:7]=[CH:6][C:5]([F:8])=[CH:4][C:3]=1[C:9]1[NH:13][N:12]=[C:11]([CH3:14])[N:10]=1.[Cu][C:16]#[N:17]. Given the product [F:8][C:5]1[CH:6]=[CH:7][C:2]([C:16]#[N:17])=[C:3]([C:9]2[NH:13][N:12]=[C:11]([CH3:14])[N:10]=2)[CH:4]=1, predict the reactants needed to synthesize it. (4) Given the product [Cl:20][C:19]1[N:18]=[C:17]([NH:21][C@H:22]2[CH2:27][CH2:26][CH2:25][CH2:24][C@H:23]2[NH:28][C:29](=[O:35])[O:30][C:31]([CH3:34])([CH3:32])[CH3:33])[C:16]([F:36])=[CH:15][C:14]=1[C:12]#[N:11], predict the reactants needed to synthesize it. The reactants are: ClC(Cl)(Cl)C(Cl)=O.ClCCl.[NH2:11][C:12]([C:14]1[CH:15]=[C:16]([F:36])[C:17]([NH:21][C@H:22]2[CH2:27][CH2:26][CH2:25][CH2:24][C@H:23]2[NH:28][C:29](=[O:35])[O:30][C:31]([CH3:34])([CH3:33])[CH3:32])=[N:18][C:19]=1[Cl:20])=O. (5) Given the product [C:6]1([C:14]2[CH:19]=[CH:18][CH:17]=[CH:16][CH:15]=2)[CH:7]=[C:8]([NH2:11])[C:9]([NH2:10])=[C:4]([NH2:1])[CH:5]=1, predict the reactants needed to synthesize it. The reactants are: [N+:1]([C:4]1[CH:5]=[C:6]([C:14]2[CH:19]=[CH:18][CH:17]=[CH:16][CH:15]=2)[CH:7]=[C:8]([N+:11]([O-])=O)[C:9]=1[NH2:10])([O-])=O. (6) Given the product [Cl:4][C:5]1[C:6]([C:11]2[CH:12]=[C:13]3[C:17](=[CH:18][CH:19]=2)[N:16]([CH3:20])[N:15]=[C:14]3[NH2:21])=[N:7][CH:8]=[CH:9][CH:10]=1, predict the reactants needed to synthesize it. The reactants are: C(O)C.[Cl:4][C:5]1[C:6]([C:11]2[CH:12]=[C:13]3[C:17](=[CH:18][CH:19]=2)[N:16]([CH3:20])[N:15]=[C:14]3[N:21]2C(=O)C3C(=CC=CC=3)C2=O)=[N:7][CH:8]=[CH:9][CH:10]=1.O.NN. (7) Given the product [Cl:1][C:2]1[CH:7]=[CH:6][C:5]([C:12]2[C:13]([N:18]3[CH2:23][CH2:22][N:21]([CH2:24][C:25]4[C:26]([CH3:31])=[N:27][N:28]([CH3:30])[CH:29]=4)[CH2:20][CH2:19]3)=[N:14][CH:15]=[CH:16][N:17]=2)=[CH:4][CH:3]=1, predict the reactants needed to synthesize it. The reactants are: [Cl:1][C:2]1[CH:7]=[CH:6][C:5](B(O)O)=[CH:4][CH:3]=1.Cl[C:12]1[C:13]([N:18]2[CH2:23][CH2:22][N:21]([CH2:24][C:25]3[C:26]([CH3:31])=[N:27][N:28]([CH3:30])[CH:29]=3)[CH2:20][CH2:19]2)=[N:14][CH:15]=[CH:16][N:17]=1.C(=O)([O-])[O-].[K+].[K+]. (8) Given the product [CH2:2]1[C:7]2[C:8]3[CH:14]=[CH:13][CH:12]=[CH:11][C:9]=3[S:10][C:6]=2[CH2:5][CH2:4][N:3]1[CH2:16][CH2:17][CH2:18][CH2:19][NH:20][C:21](=[O:27])[O:22][C:23]([CH3:26])([CH3:25])[CH3:24], predict the reactants needed to synthesize it. The reactants are: Cl.[CH2:2]1[C:7]2[C:8]3[CH:14]=[CH:13][CH:12]=[CH:11][C:9]=3[S:10][C:6]=2[CH2:5][CH2:4][NH:3]1.Cl[CH2:16][CH2:17][CH2:18][CH2:19][NH:20][C:21](=[O:27])[O:22][C:23]([CH3:26])([CH3:25])[CH3:24].C([O-])([O-])=O.[Na+].[Na+]. (9) Given the product [I:14][C:15]1[CH:20]=[CH:19][C:18]([NH:21][N:22]=[CH:10][C:9]2[CH:12]=[CH:13][C:6]([CH2:5][N:3]([CH3:4])[CH3:2])=[CH:7][CH:8]=2)=[CH:17][CH:16]=1, predict the reactants needed to synthesize it. The reactants are: Cl.[CH3:2][N:3]([CH2:5][C:6]1[CH:13]=[CH:12][C:9]([CH:10]=O)=[CH:8][CH:7]=1)[CH3:4].[I:14][C:15]1[CH:20]=[CH:19][C:18]([NH:21][NH2:22])=[CH:17][CH:16]=1. (10) Given the product [Cl:1][C:2]1[CH:7]=[CH:6][C:5]([C@:8]2([O:17][C@H:16]([CH2:18][OH:19])[C@@H:14]([OH:15])[C@H:12]([OH:13])[C@H:10]2[OH:11])[OH:9])=[CH:4][C:3]=1[CH2:20][C:21]1[CH:22]=[CH:23][C:24]([O:27][S:37]([C:36]([F:55])([F:54])[F:35])(=[O:39])=[O:38])=[CH:25][CH:26]=1, predict the reactants needed to synthesize it. The reactants are: [Cl:1][C:2]1[CH:7]=[CH:6][C:5]([C@:8]2([O:17][C@H:16]([CH2:18][OH:19])[C@@H:14]([OH:15])[C@H:12]([OH:13])[C@H:10]2[OH:11])[OH:9])=[CH:4][C:3]=1[CH2:20][C:21]1[CH:26]=[CH:25][C:24]([OH:27])=[CH:23][CH:22]=1.C(N(CC)CC)C.[F:35][C:36]([F:55])([F:54])[S:37](N([S:37]([C:36]([F:55])([F:54])[F:35])(=[O:39])=[O:38])C1C=CC=CC=1)(=[O:39])=[O:38].[Cl-].[Na+].